Task: Predict which catalyst facilitates the given reaction.. Dataset: Catalyst prediction with 721,799 reactions and 888 catalyst types from USPTO (1) Reactant: [N:1]1([C:7]2[N:8]=[C:9]([CH2:14][C:15]([O-:17])=O)[NH:10][C:11](=[O:13])[CH:12]=2)[CH2:6][CH2:5][O:4][CH2:3][CH2:2]1.[Na+].[NH2:19][C:20]1[CH:29]=[CH:28][C:27]([F:30])=[CH:26][C:21]=1[C:22]([O:24][CH3:25])=[O:23].Cl.CN(C)CCCN=C=NCC. Product: [F:30][C:27]1[CH:28]=[CH:29][C:20]([NH:19][C:15](=[O:17])[CH2:14][C:9]2[NH:10][C:11](=[O:13])[CH:12]=[C:7]([N:1]3[CH2:2][CH2:3][O:4][CH2:5][CH2:6]3)[N:8]=2)=[C:21]([CH:26]=1)[C:22]([O:24][CH3:25])=[O:23]. The catalyst class is: 672. (2) Reactant: [SH:1][CH2:2][CH2:3][CH2:4][CH2:5][CH2:6][CH2:7][CH2:8][CH2:9][CH2:10][CH2:11][CH2:12][O:13][CH2:14][CH2:15][O:16][CH2:17][CH2:18][O:19][CH2:20][CH2:21][OH:22].[OH-:23].[Na+].II.C(Cl)Cl. Product: [OH:22][CH2:21][CH2:20][O:19][CH2:18][CH2:17][O:16][CH2:15][CH2:14][O:13][CH2:12][CH2:11][CH2:10][CH2:9][CH2:8][CH2:7][CH2:6][CH2:5][CH2:4][CH2:3][CH2:2][S:1][S:1][CH2:2][CH2:3][CH2:4][CH2:5][CH2:6][CH2:7][CH2:8][CH2:9][CH2:10][CH2:11][CH2:12][O:23][CH2:14][CH2:15][O:16][CH2:17][CH2:18][O:19][CH2:20][CH2:21][OH:22]. The catalyst class is: 1.